From a dataset of Forward reaction prediction with 1.9M reactions from USPTO patents (1976-2016). Predict the product of the given reaction. (1) Given the reactants [N:1]([C:4]1[CH:9]=[CH:8][CH:7]=[CH:6][CH:5]=1)=[C:2]=[O:3].[NH2:10][CH2:11][CH2:12][CH2:13][N:14]1[CH2:19][CH2:18][CH:17]([C:20]2[CH:21]=[C:22]([NH:26][C:27](=[O:31])[CH:28]([CH3:30])[CH3:29])[CH:23]=[CH:24][CH:25]=2)[CH2:16][CH2:15]1, predict the reaction product. The product is: [NH:1]([C:2]([NH:10][CH2:11][CH2:12][CH2:13][N:14]1[CH2:19][CH2:18][CH:17]([C:20]2[CH:21]=[C:22]([NH:26][C:27](=[O:31])[CH:28]([CH3:29])[CH3:30])[CH:23]=[CH:24][CH:25]=2)[CH2:16][CH2:15]1)=[O:3])[C:4]1[CH:9]=[CH:8][CH:7]=[CH:6][CH:5]=1. (2) Given the reactants [NH:1]1[CH:5]=[C:4]([C:6]2[CH:22]=[CH:21][C:9]3[C:10]4[N:11]=[C:12]([C:18](O)=[O:19])[S:13][C:14]=4[CH2:15][CH2:16][O:17][C:8]=3[CH:7]=2)[CH:3]=[N:2]1.[CH3:23][NH:24][CH2:25][CH2:26][OH:27], predict the reaction product. The product is: [OH:27][CH2:26][CH2:25][N:24]([CH3:23])[C:18]([C:12]1[S:13][C:14]2[CH2:15][CH2:16][O:17][C:8]3[CH:7]=[C:6]([C:4]4[CH:5]=[N:1][NH:2][CH:3]=4)[CH:22]=[CH:21][C:9]=3[C:10]=2[N:11]=1)=[O:19]. (3) Given the reactants [Cl:1][C:2]1[CH:3]=[C:4]([N:8]2[C:12]([C:13]3[CH:18]=[C:17]([C:19]([F:22])([F:21])[F:20])[CH:16]=[C:15]([F:23])[CH:14]=3)=[CH:11][C:10]([C:24](O)=[O:25])=[N:9]2)[CH:5]=[CH:6][CH:7]=1.ClC1C=C(N2C(C3C=CC=C(OCCO)C=3)=CC(C([N:51]3[CH2:55][C:54](=[O:56])[NH:53][CH2:52]3)=O)=N2)C=CC=1, predict the reaction product. The product is: [Cl:1][C:2]1[CH:3]=[C:4]([N:8]2[C:12]([C:13]3[CH:18]=[C:17]([C:19]([F:20])([F:21])[F:22])[CH:16]=[C:15]([F:23])[CH:14]=3)=[CH:11][C:10]([C:24]([N:51]3[CH2:55][C:54](=[O:56])[NH:53][CH2:52]3)=[O:25])=[N:9]2)[CH:5]=[CH:6][CH:7]=1.